From a dataset of Catalyst prediction with 721,799 reactions and 888 catalyst types from USPTO. Predict which catalyst facilitates the given reaction. Reactant: C(O)CCCCC.[H-].[Na+].[C:10]1([O:16][C:17](=[O:51])[O:18][CH2:19][N:20]2[C:29]3[C:24](=[CH:25][CH:26]=[C:27]([O:30][CH2:31][CH2:32][CH2:33][CH2:34][N:35]4[CH2:40][CH2:39][N:38]([C:41]5[C:49]6[CH:48]=[CH:47][S:46][C:45]=6[CH:44]=[CH:43][CH:42]=5)[CH2:37][CH2:36]4)[CH:28]=3)[CH:23]=[CH:22][C:21]2=[O:50])[CH:15]=[CH:14][CH:13]=[CH:12][CH:11]=1.O. The catalyst class is: 7. Product: [CH2:10]([O:16][C:17](=[O:51])[O:18][CH2:19][N:20]1[C:29]2[C:24](=[CH:25][CH:26]=[C:27]([O:30][CH2:31][CH2:32][CH2:33][CH2:34][N:35]3[CH2:40][CH2:39][N:38]([C:41]4[C:49]5[CH:48]=[CH:47][S:46][C:45]=5[CH:44]=[CH:43][CH:42]=4)[CH2:37][CH2:36]3)[CH:28]=2)[CH:23]=[CH:22][C:21]1=[O:50])[CH2:11][CH2:12][CH2:13][CH2:14][CH3:15].